From a dataset of Reaction yield outcomes from USPTO patents with 853,638 reactions. Predict the reaction yield, written as a fraction of the theoretical maximum amount of product (1.0 means a 100% yield; for example, 0.34 means a 34% yield). The catalyst is CCO. The product is [CH3:17][N:16]1[C:12]([N:7]2[CH2:6][CH2:5][NH:4][CH:3]([C:2]([F:10])([F:9])[F:1])[CH2:8]2)=[C:13]([N+:18]([O-:20])=[O:19])[CH:14]=[N:15]1. The yield is 0.990. The reactants are [F:1][C:2]([F:10])([F:9])[CH:3]1[CH2:8][NH:7][CH2:6][CH2:5][NH:4]1.Cl[C:12]1[N:16]([CH3:17])[N:15]=[CH:14][C:13]=1[N+:18]([O-:20])=[O:19].CCN(C(C)C)C(C)C.